From a dataset of Forward reaction prediction with 1.9M reactions from USPTO patents (1976-2016). Predict the product of the given reaction. (1) Given the reactants [Br:1][C:2]1[C:11]2[C:10]([CH3:13])([CH3:12])[CH2:9][CH2:8][CH2:7][C:6]=2[CH:5]=[C:4]([C:14](=[O:16])[CH3:15])[C:3]=1[OH:17].[C:18](=O)([O-])[O-].[K+].[K+].CI, predict the reaction product. The product is: [Br:1][C:2]1[C:11]2[C:10]([CH3:12])([CH3:13])[CH2:9][CH2:8][CH2:7][C:6]=2[CH:5]=[C:4]([C:14](=[O:16])[CH3:15])[C:3]=1[O:17][CH3:18]. (2) Given the reactants [CH3:1][O:2][C:3]([CH:5]1[C:10](=[O:11])[CH2:9][CH2:8][N:7]([C:12]([O:14][C:15]([CH3:18])([CH3:17])[CH3:16])=[O:13])[CH2:6]1)=[O:4].[H-].[Na+].N(C1C=CC=CC=1)([S:22]([C:25]([F:28])([F:27])[F:26])(=[O:24])=[O:23])[S:22]([C:25]([F:28])([F:27])[F:26])(=[O:24])=[O:23], predict the reaction product. The product is: [CH3:1][O:2][C:3]([C:5]1[CH2:6][N:7]([C:12]([O:14][C:15]([CH3:18])([CH3:17])[CH3:16])=[O:13])[CH2:8][CH2:9][C:10]=1[O:11][S:22]([C:25]([F:28])([F:27])[F:26])(=[O:24])=[O:23])=[O:4]. (3) Given the reactants [CH3:1][O:2][C:3]1[CH:8]=[CH:7][C:6]([C:9](=O)[CH3:10])=[CH:5][CH:4]=1.[NH2:12][C:13]([NH2:15])=[S:14], predict the reaction product. The product is: [NH2:15][C:13]1[S:14][CH:10]=[C:9]([C:6]2[CH:7]=[CH:8][C:3]([O:2][CH3:1])=[CH:4][CH:5]=2)[N:12]=1. (4) Given the reactants [NH2:1][C:2]1[O:6][N:5]=[C:4]([CH3:7])[C:3]=1[Br:8].[Cl:9][C:10]1[CH:23]=[CH:22][C:13]2[S:14][C:15]([S:18](Cl)(=[O:20])=[O:19])=[C:16]([CH3:17])[C:12]=2[CH:11]=1, predict the reaction product. The product is: [Br:8][C:3]1[C:4]([CH3:7])=[N:5][O:6][C:2]=1[NH:1][S:18]([C:15]1[S:14][C:13]2[CH:22]=[CH:23][C:10]([Cl:9])=[CH:11][C:12]=2[C:16]=1[CH3:17])(=[O:20])=[O:19]. (5) Given the reactants FC(F)(F)C(O)=O.[CH:8]1([C@H:14]([NH:22][C:23]([C:25]2[CH:30]=[CH:29][C:28]([NH:31][C:32]([NH:34][CH3:35])=[O:33])=[CH:27][C:26]=2[NH:36][C:37]([NH:39][C:40]2[C:45]([CH3:46])=[CH:44][C:43]([CH3:47])=[CH:42][C:41]=2[CH3:48])=[O:38])=[O:24])[C:15]([O:17]C(C)(C)C)=[O:16])[CH2:13][CH2:12][CH2:11][CH2:10][CH2:9]1, predict the reaction product. The product is: [CH:8]1([CH:14]([NH:22][C:23]([C:25]2[CH:30]=[CH:29][C:28]([NH:31][C:32]([NH:34][CH3:35])=[O:33])=[CH:27][C:26]=2[NH:36][C:37]([NH:39][C:40]2[C:45]([CH3:46])=[CH:44][C:43]([CH3:47])=[CH:42][C:41]=2[CH3:48])=[O:38])=[O:24])[C:15]([OH:17])=[O:16])[CH2:13][CH2:12][CH2:11][CH2:10][CH2:9]1. (6) Given the reactants Cl[CH2:2][CH2:3][CH2:4][CH2:5][O:6][C:7]1[CH:11]=[C:10]([CH3:12])[N:9]([C:13]2[CH:18]=[CH:17][C:16]([Cl:19])=[C:15]([Cl:20])[CH:14]=2)[N:8]=1.[NH:21]1[CH2:26][CH2:25][CH2:24][CH2:23][CH2:22]1.C([O-])([O-])=O.[K+].[K+].[Na+].[I-], predict the reaction product. The product is: [Cl:20][C:15]1[CH:14]=[C:13]([N:9]2[C:10]([CH3:12])=[CH:11][C:7]([O:6][CH2:5][CH2:4][CH2:3][CH2:2][N:21]3[CH2:26][CH2:25][CH2:24][CH2:23][CH2:22]3)=[N:8]2)[CH:18]=[CH:17][C:16]=1[Cl:19].